From a dataset of Forward reaction prediction with 1.9M reactions from USPTO patents (1976-2016). Predict the product of the given reaction. (1) Given the reactants [Br:1][CH2:2][CH2:3][CH2:4]Br.[CH2:6]([N:8]([CH2:11][CH3:12])[CH2:9][CH3:10])[CH3:7], predict the reaction product. The product is: [Br-:1].[Br:1][CH2:2][CH2:3][CH2:4][N+:8]([CH2:11][CH3:12])([CH2:9][CH3:10])[CH2:6][CH3:7]. (2) Given the reactants [Cl:1][C:2]1[CH:3]=[C:4](/[C:9](/[C:27]([F:30])([F:29])[F:28])=[CH:10]\[C:11]([C:13]2[CH:25]=[CH:24][C:16]([C:17]([NH:19][CH:20]3[CH2:23][S:22][CH2:21]3)=[O:18])=[C:15]([CH3:26])[CH:14]=2)=[O:12])[CH:5]=[C:6]([Cl:8])[CH:7]=1.C(O)(=[S:33])C.C(N(CC)CC)C, predict the reaction product. The product is: [Cl:1][C:2]1[CH:3]=[C:4]([C:9]([SH:33])([C:27]([F:30])([F:29])[F:28])[CH2:10][C:11]([C:13]2[CH:25]=[CH:24][C:16]([C:17]([NH:19][CH:20]3[CH2:23][S:22][CH2:21]3)=[O:18])=[C:15]([CH3:26])[CH:14]=2)=[O:12])[CH:5]=[C:6]([Cl:8])[CH:7]=1. (3) The product is: [Cl:1][C:2]1[CH:7]=[C:6]([Cl:8])[CH:5]=[C:4]([Cl:9])[C:3]=1[C:10]1[C:18]2[O:17][CH:16]([CH2:19][NH:20][C:31](=[O:32])[O:33][CH2:34][C:35]3[CH:40]=[CH:39][CH:38]=[CH:37][CH:36]=3)[CH2:15][C:14]=2[CH:13]=[CH:12][CH:11]=1. Given the reactants [Cl:1][C:2]1[CH:7]=[C:6]([Cl:8])[CH:5]=[C:4]([Cl:9])[C:3]=1[C:10]1[C:18]2[O:17][CH:16]([CH2:19][NH2:20])[CH2:15][C:14]=2[CH:13]=[CH:12][CH:11]=1.C(N(C(C)C)CC)(C)C.Cl[C:31]([O:33][CH2:34][C:35]1[CH:40]=[CH:39][CH:38]=[CH:37][CH:36]=1)=[O:32].C(OC(=O)NCC1CC2C=CC=C(C3CCCC3)C=2O1)C1C=CC=CC=1, predict the reaction product. (4) Given the reactants C(S([NH:7][C:8]([C:20]1[CH:25]=[CH:24][CH:23]=[CH:22][CH:21]=1)([CH3:19])[C:9]([O:11][CH:12]1[CH2:17][CH2:16][N:15]([CH3:18])[CH2:14][CH2:13]1)=[O:10])=O)(C)(C)C.O1CCOCC1.[CH:32]([C:34]1[S:38][C:37]([C:39]([O:41][C@H:42]([C:53]2[CH:58]=[CH:57][C:56]([O:59][CH3:60])=[C:55]([O:61][CH3:62])[CH:54]=2)[CH2:43][C:44]2[C:49]([Cl:50])=[CH:48][N+:47]([O-:51])=[CH:46][C:45]=2[Cl:52])=[O:40])=[CH:36][CH:35]=1)=O.CCN(CC)CC.C(O)(=O)C.[BH-](OC(C)=O)(OC(C)=O)OC(C)=O.[Na+], predict the reaction product. The product is: [CH3:19][C:8]([NH:7][CH2:32][C:34]1[S:38][C:37]([C:39]([O:41][C@H:42]([C:53]2[CH:58]=[CH:57][C:56]([O:59][CH3:60])=[C:55]([O:61][CH3:62])[CH:54]=2)[CH2:43][C:44]2[C:49]([Cl:50])=[CH:48][N+:47]([O-:51])=[CH:46][C:45]=2[Cl:52])=[O:40])=[CH:36][CH:35]=1)([C:20]1[CH:21]=[CH:22][CH:23]=[CH:24][CH:25]=1)[C:9]([O:11][CH:12]1[CH2:13][CH2:14][N:15]([CH3:18])[CH2:16][CH2:17]1)=[O:10]. (5) Given the reactants [CH3:1][S:2](Cl)(=[O:4])=[O:3].[F:6][C:7]([F:33])([F:32])[C:8]1[CH:9]=[C:10]([CH:29]=[CH:30][CH:31]=1)[CH2:11][N:12]1[CH2:16][C@H:15]2[C@H:17]([NH:20][C:21](=[O:28])[C@H:22]([CH2:24][CH:25]([CH3:27])[CH3:26])[NH2:23])[CH2:18][CH2:19][C@H:14]2[CH2:13]1.CN[C@H:36](C(N[C@@H]1[C@H]2[C@H](CN(CC3C=CC=C(C(F)(F)F)C=3)C2)CC1)=O)[CH2:37]C(C)C, predict the reaction product. The product is: [CH:1]1([S:2]([NH:23][C@H:22]([C:21]([NH:20][C@H:17]2[C@H:15]3[C@H:14]([CH2:13][N:12]([CH2:11][C:10]4[CH:29]=[CH:30][CH:31]=[C:8]([C:7]([F:32])([F:6])[F:33])[CH:9]=4)[CH2:16]3)[CH2:19][CH2:18]2)=[O:28])[CH2:24][CH:25]([CH3:26])[CH3:27])(=[O:4])=[O:3])[CH2:37][CH2:36]1. (6) Given the reactants [NH2:1][C@H:2]([CH2:8][C:9]1[CH:14]=[C:13]([C:15]([F:18])([F:17])[F:16])[C:12]([NH2:19])=[C:11]([Cl:20])[CH:10]=1)[C:3]([O:5][CH2:6][CH3:7])=[O:4].C(N(C(C)C)C(C)C)C.[NH:30]1[CH2:35][CH2:34][CH:33]([N:36]2[CH2:42][CH2:41][C:40]3[CH:43]=[CH:44][CH:45]=[CH:46][C:39]=3[NH:38][C:37]2=[O:47])[CH2:32][CH2:31]1.CN([CH:51]=[O:52])C, predict the reaction product. The product is: [NH2:19][C:12]1[C:13]([C:15]([F:17])([F:18])[F:16])=[CH:14][C:9]([CH2:8][C@@H:2]([NH:1][C:51]([N:30]2[CH2:31][CH2:32][CH:33]([N:36]3[CH2:42][CH2:41][C:40]4[CH:43]=[CH:44][CH:45]=[CH:46][C:39]=4[NH:38][C:37]3=[O:47])[CH2:34][CH2:35]2)=[O:52])[C:3]([O:5][CH2:6][CH3:7])=[O:4])=[CH:10][C:11]=1[Cl:20]. (7) Given the reactants [C:1]([C:3]1[C:4]([N:22]2[CH2:27][CH2:26][CH:25]([C:28]([OH:30])=O)[CH2:24][CH2:23]2)=[N:5][C:6]([CH2:15][N:16]2[CH2:20][CH2:19][CH2:18][C:17]2=[O:21])=[C:7]([C:9]([O:11][CH:12]([CH3:14])[CH3:13])=[O:10])[CH:8]=1)#[N:2].[Cl:31][C:32]1[CH:37]=[C:36]([F:38])[CH:35]=[CH:34][C:33]=1[CH2:39][S:40]([NH2:43])(=[O:42])=[O:41], predict the reaction product. The product is: [Cl:31][C:32]1[CH:37]=[C:36]([F:38])[CH:35]=[CH:34][C:33]=1[CH2:39][S:40]([NH:43][C:28]([CH:25]1[CH2:24][CH2:23][N:22]([C:4]2[C:3]([C:1]#[N:2])=[CH:8][C:7]([C:9]([O:11][CH:12]([CH3:14])[CH3:13])=[O:10])=[C:6]([CH2:15][N:16]3[CH2:20][CH2:19][CH2:18][C:17]3=[O:21])[N:5]=2)[CH2:27][CH2:26]1)=[O:30])(=[O:41])=[O:42].